Dataset: Full USPTO retrosynthesis dataset with 1.9M reactions from patents (1976-2016). Task: Predict the reactants needed to synthesize the given product. (1) Given the product [C:1]([O:5][C:6]([N:8]1[CH2:26][CH2:25][C:11]2([CH2:14][N:13]([C@H:15]3[C:23]4[C:18](=[CH:19][C:20]([N:30]5[CH:29]=[C:28]([CH3:27])[CH:32]=[N:31]5)=[CH:21][CH:22]=4)[CH2:17][CH2:16]3)[CH2:12]2)[CH2:10][CH2:9]1)=[O:7])([CH3:4])([CH3:3])[CH3:2], predict the reactants needed to synthesize it. The reactants are: [C:1]([O:5][C:6]([N:8]1[CH2:26][CH2:25][C:11]2([CH2:14][N:13]([C@H:15]3[C:23]4[C:18](=[CH:19][C:20](Br)=[CH:21][CH:22]=4)[CH2:17][CH2:16]3)[CH2:12]2)[CH2:10][CH2:9]1)=[O:7])([CH3:4])([CH3:3])[CH3:2].[CH3:27][C:28]1[CH:29]=[N:30][NH:31][CH:32]=1.C(P(C(C)(C)C)C1N(C2C(C3C=CC=CC=3)=NN(C3C=CC=CC=3)C=2C2C=CC=CC=2)N=CC=1)(C)(C)C.C(=O)([O-])[O-].[Cs+].[Cs+]. (2) Given the product [F:23][C:24]1[CH:29]=[CH:28][CH:27]=[CH:26][C:25]=1[Li:30].[F:8][C:3]1[CH:4]=[CH:5][CH:6]=[CH:7][C:2]=1[C@:18]12[CH2:19][O:20][CH2:21][CH2:22][C@H:17]1[CH2:16][O:15][NH:14]2, predict the reactants needed to synthesize it. The reactants are: Br[C:2]1[CH:7]=[CH:6][CH:5]=[CH:4][C:3]=1[F:8].C([Li])CCC.[N:14]1[O:15][CH2:16][CH:17]2[CH2:22][CH2:21][O:20][CH2:19][C:18]=12.[F:23][C:24]1[CH:29]=[CH:28][CH:27]=[CH:26][C:25]=1[Li:30].[Cl-].[NH4+]. (3) Given the product [C:13]([C@H:17]1[CH2:22][CH2:21][C@H:20]([O:23][C:24]2[CH:25]=[C:26]3[C:31](=[CH:32][CH:33]=2)[CH:30]=[C:29]([CH2:34][NH:1][C:2]24[CH2:7][CH2:6][C:5]([CH2:10][OH:11])([CH2:8][CH2:9]2)[CH:4]([OH:12])[CH2:3]4)[CH:28]=[CH:27]3)[CH2:19][CH2:18]1)([CH3:16])([CH3:15])[CH3:14], predict the reactants needed to synthesize it. The reactants are: [NH2:1][C:2]12[CH2:9][CH2:8][C:5]([CH2:10][OH:11])([CH2:6][CH2:7]1)[CH:4]([OH:12])[CH2:3]2.[C:13]([C@H:17]1[CH2:22][CH2:21][C@H:20]([O:23][C:24]2[CH:25]=[C:26]3[C:31](=[CH:32][CH:33]=2)[CH:30]=[C:29]([CH:34]=O)[CH:28]=[CH:27]3)[CH2:19][CH2:18]1)([CH3:16])([CH3:15])[CH3:14].CC(O)=O.[BH-](OC(C)=O)(OC(C)=O)OC(C)=O.[Na+]. (4) Given the product [F:25][C:23]1[CH:22]=[C:21]([F:26])[CH:20]=[C:19]2[C:24]=1[C:15]([NH:14][C:3]1[CH:4]=[C:5]([N:8]3[CH2:13][CH2:12][O:11][CH2:10][CH2:9]3)[N:6]=[CH:7][C:2]=1[C:39]1[CH:40]=[C:35]([OH:34])[CH:36]=[CH:37][CH:38]=1)=[C:16]([CH3:33])[C:17]([C:27]1[CH:32]=[CH:31][CH:30]=[CH:29][N:28]=1)=[N:18]2, predict the reactants needed to synthesize it. The reactants are: Br[C:2]1[C:3]([NH:14][C:15]2[C:24]3[C:19](=[CH:20][C:21]([F:26])=[CH:22][C:23]=3[F:25])[N:18]=[C:17]([C:27]3[CH:32]=[CH:31][CH:30]=[CH:29][N:28]=3)[C:16]=2[CH3:33])=[CH:4][C:5]([N:8]2[CH2:13][CH2:12][O:11][CH2:10][CH2:9]2)=[N:6][CH:7]=1.[OH:34][C:35]1[CH:36]=[C:37](B(O)O)[CH:38]=[CH:39][CH:40]=1.C1(P(C2CCCCC2)C2CCCCC2)CCCCC1.[O-]P([O-])([O-])=O.[K+].[K+].[K+]. (5) Given the product [C:9]([O:13][C:14](/[C:16](=[CH:32]\[C:31]1[CH:34]=[CH:35][C:28]([Cl:27])=[C:29]([F:36])[CH:30]=1)/[C:17]([O:19][CH3:20])=[O:18])=[O:15])([CH3:10])([CH3:11])[CH3:12], predict the reactants needed to synthesize it. The reactants are: CN(C)C(N(C)C)=N.[C:9]([O:13][C:14]([CH:16](P(OC)(OC)=O)[C:17]([O:19][CH3:20])=[O:18])=[O:15])([CH3:12])([CH3:11])[CH3:10].[Cl:27][C:28]1[CH:35]=[CH:34][C:31]([CH:32]=O)=[CH:30][C:29]=1[F:36].O. (6) Given the product [C:8]12([C:3]3[C:4](=[O:7])[NH:5][NH:6][C:2]=3[CH3:1])[CH2:17][CH:12]3[CH2:13][CH:14]([CH2:16][CH:10]([CH2:11]3)[CH2:9]1)[CH2:15]2, predict the reactants needed to synthesize it. The reactants are: [CH3:1][C:2]1[NH:6][NH:5][C:4](=[O:7])[CH:3]=1.[C:8]12(O)[CH2:17][CH:12]3[CH2:13][CH:14]([CH2:16][CH:10]([CH2:11]3)[CH2:9]1)[CH2:15]2.